This data is from NCI-60 drug combinations with 297,098 pairs across 59 cell lines. The task is: Regression. Given two drug SMILES strings and cell line genomic features, predict the synergy score measuring deviation from expected non-interaction effect. (1) Drug 1: CC(CN1CC(=O)NC(=O)C1)N2CC(=O)NC(=O)C2. Drug 2: CC1C(C(CC(O1)OC2CC(OC(C2O)C)OC3=CC4=CC5=C(C(=O)C(C(C5)C(C(=O)C(C(C)O)O)OC)OC6CC(C(C(O6)C)O)OC7CC(C(C(O7)C)O)OC8CC(C(C(O8)C)O)(C)O)C(=C4C(=C3C)O)O)O)O. Cell line: U251. Synergy scores: CSS=31.6, Synergy_ZIP=-8.39, Synergy_Bliss=-0.737, Synergy_Loewe=0.895, Synergy_HSA=0.241. (2) Drug 1: C1=CC(=CC=C1CCCC(=O)O)N(CCCl)CCCl. Drug 2: CCC1=C2CN3C(=CC4=C(C3=O)COC(=O)C4(CC)O)C2=NC5=C1C=C(C=C5)O. Cell line: MDA-MB-231. Synergy scores: CSS=25.5, Synergy_ZIP=-15.2, Synergy_Bliss=-16.0, Synergy_Loewe=-11.7, Synergy_HSA=-8.49. (3) Drug 1: CC1CCC2CC(C(=CC=CC=CC(CC(C(=O)C(C(C(=CC(C(=O)CC(OC(=O)C3CCCCN3C(=O)C(=O)C1(O2)O)C(C)CC4CCC(C(C4)OC)OCCO)C)C)O)OC)C)C)C)OC. Drug 2: C1C(C(OC1N2C=NC3=C2NC=NCC3O)CO)O. Cell line: HOP-62. Synergy scores: CSS=3.29, Synergy_ZIP=-1.57, Synergy_Bliss=5.13, Synergy_Loewe=1.64, Synergy_HSA=3.22. (4) Drug 1: COC1=NC(=NC2=C1N=CN2C3C(C(C(O3)CO)O)O)N. Drug 2: CCN(CC)CCCC(C)NC1=C2C=C(C=CC2=NC3=C1C=CC(=C3)Cl)OC. Cell line: A498. Synergy scores: CSS=23.7, Synergy_ZIP=-5.92, Synergy_Bliss=-0.0880, Synergy_Loewe=-13.4, Synergy_HSA=0.710. (5) Drug 1: C1=CC(=C(C=C1I)F)NC2=C(C=CC(=C2F)F)C(=O)NOCC(CO)O. Drug 2: CN1C=C(C=N1)C2=C3N=C(C(=C(N3N=C2)N)Br)C4CCCNC4. Cell line: SW-620. Synergy scores: CSS=51.0, Synergy_ZIP=-0.345, Synergy_Bliss=-1.58, Synergy_Loewe=-19.6, Synergy_HSA=-1.47. (6) Drug 1: C(CN)CNCCSP(=O)(O)O. Drug 2: CCC1(C2=C(COC1=O)C(=O)N3CC4=CC5=C(C=CC(=C5CN(C)C)O)N=C4C3=C2)O.Cl. Cell line: NCIH23. Synergy scores: CSS=36.3, Synergy_ZIP=1.01, Synergy_Bliss=-5.05, Synergy_Loewe=-84.8, Synergy_HSA=-10.4. (7) Drug 1: CN(C)C1=NC(=NC(=N1)N(C)C)N(C)C. Synergy scores: CSS=4.00, Synergy_ZIP=-1.96, Synergy_Bliss=1.10, Synergy_Loewe=-34.4, Synergy_HSA=-3.05. Cell line: K-562. Drug 2: CCC1(C2=C(COC1=O)C(=O)N3CC4=CC5=C(C=CC(=C5CN(C)C)O)N=C4C3=C2)O.Cl.